Dataset: Full USPTO retrosynthesis dataset with 1.9M reactions from patents (1976-2016). Task: Predict the reactants needed to synthesize the given product. (1) Given the product [CH2:8]([O:15][C:16]1[CH:17]=[C:18]2[C:22](=[CH:23][CH:24]=1)[NH:21][CH:20]=[C:19]2[CH:25]1[CH2:26][CH2:27][N:28]([CH3:31])[CH2:29][CH2:30]1)[C:9]1[CH:14]=[CH:13][CH:12]=[CH:11][CH:10]=1, predict the reactants needed to synthesize it. The reactants are: FC(F)(F)C(O)=O.[CH2:8]([O:15][C:16]1[CH:17]=[C:18]2[C:22](=[CH:23][CH:24]=1)[NH:21][CH:20]=[C:19]2[C:25]1[CH2:26][CH2:27][N:28]([CH3:31])[CH2:29][CH:30]=1)[C:9]1[CH:14]=[CH:13][CH:12]=[CH:11][CH:10]=1.C([SiH](CC)CC)C. (2) Given the product [C:1]([O:5][C:6](=[O:39])[N:7]([CH2:28][C:29]1[CH:34]=[CH:33][CH:32]=[C:31]([C:35]([CH3:38])([CH3:37])[CH3:36])[CH:30]=1)[C@@H:8]1[C@@H:13]([OH:14])[C@H:12]([CH2:15][C:16]2[CH:21]=[CH:20][C:19]([N+:22]([O-:24])=[O:23])=[C:18]([F:25])[CH:17]=2)[CH2:11][S:10](=[O:26])(=[O:27])[CH2:9]1)([CH3:3])([CH3:4])[CH3:2], predict the reactants needed to synthesize it. The reactants are: [C:1]([O:5][C:6](=[O:39])[N:7]([CH2:28][C:29]1[CH:34]=[CH:33][CH:32]=[C:31]([C:35]([CH3:38])([CH3:37])[CH3:36])[CH:30]=1)[C@@H:8]1[C:13](=[O:14])[C@H:12]([CH2:15][C:16]2[CH:21]=[CH:20][C:19]([N+:22]([O-:24])=[O:23])=[C:18]([F:25])[CH:17]=2)[CH2:11][S:10](=[O:27])(=[O:26])[CH2:9]1)([CH3:4])([CH3:3])[CH3:2].[B-].[B-].C1CCOCC1.C1CCOCC1.[Ca+2]. (3) Given the product [Br:28][C:8]1[CH:7]=[C:6]([CH2:5][OH:4])[CH:11]=[CH:10][C:9]=1[CH:12]1[S:16](=[O:18])(=[O:17])[N:15]([O:19][CH2:20][CH2:21][Si:22]([CH3:24])([CH3:23])[CH3:25])[C:14](=[O:26])[CH:13]1[CH3:27], predict the reactants needed to synthesize it. The reactants are: C([O:4][CH2:5][C:6]1[CH:11]=[CH:10][C:9]([CH:12]2[S:16](=[O:18])(=[O:17])[N:15]([O:19][CH2:20][CH2:21][Si:22]([CH3:25])([CH3:24])[CH3:23])[C:14](=[O:26])[CH:13]2[CH3:27])=[C:8]([Br:28])[CH:7]=1)(=O)C.C(Cl)(=O)C. (4) Given the product [Cl:1][C:2]1[CH:7]=[C:6]([Cl:8])[CH:5]=[CH:4][C:3]=1[S:9][C:17]1[CH:24]=[CH:23][CH:22]=[CH:21][C:18]=1[CH:19]=[O:20], predict the reactants needed to synthesize it. The reactants are: [Cl:1][C:2]1[CH:7]=[C:6]([Cl:8])[CH:5]=[CH:4][C:3]=1[SH:9].C(=O)([O-])[O-].[K+].[K+].Cl[C:17]1[CH:24]=[CH:23][CH:22]=[CH:21][C:18]=1[CH:19]=[O:20]. (5) Given the product [CH2:1]([O:3][C:4]([C:6]1[S:7][C:8]([S:15][C:16]2[CH:21]=[CH:20][C:19]([OH:22])=[CH:18][CH:17]=2)=[C:9]([N+:11]([O-:13])=[O:12])[CH:10]=1)=[O:5])[CH3:2], predict the reactants needed to synthesize it. The reactants are: [CH2:1]([O:3][C:4]([C:6]1[S:7][C:8](Cl)=[C:9]([N+:11]([O-:13])=[O:12])[CH:10]=1)=[O:5])[CH3:2].[SH:15][C:16]1[CH:21]=[CH:20][C:19]([OH:22])=[CH:18][CH:17]=1.C(=O)([O-])[O-].[Cs+].[Cs+].O. (6) Given the product [NH2:1][C:2]1[C:3]2[N:4]([C:8]([C@@H:26]3[CH2:31][CH2:30][CH2:29][N:28]([C:35]([NH:34][CH2:32][CH3:33])=[O:36])[CH2:27]3)=[N:9][C:10]=2[C:11]2[CH:25]=[CH:24][C:14]([C:15](=[O:16])[NH:17][C:18]3[CH:23]=[CH:22][CH:21]=[CH:20][N:19]=3)=[CH:13][CH:12]=2)[CH:5]=[CH:6][N:7]=1, predict the reactants needed to synthesize it. The reactants are: [NH2:1][C:2]1[C:3]2[N:4]([C:8]([C@@H:26]3[CH2:31][CH2:30][CH2:29][NH:28][CH2:27]3)=[N:9][C:10]=2[C:11]2[CH:25]=[CH:24][C:14]([C:15]([NH:17][C:18]3[CH:23]=[CH:22][CH:21]=[CH:20][N:19]=3)=[O:16])=[CH:13][CH:12]=2)[CH:5]=[CH:6][N:7]=1.[CH2:32]([N:34]=[C:35]=[O:36])[CH3:33]. (7) Given the product [CH2:1]([O:5][C:6]1[C:7](=[O:21])[N:8]([CH2:17][CH:18]([CH3:20])[CH3:19])[CH:9]=[CH:10][C:11]=1[C:12]([Cl:24])=[O:13])[CH:2]([CH3:4])[CH3:3], predict the reactants needed to synthesize it. The reactants are: [CH2:1]([O:5][C:6]1[C:7](=[O:21])[N:8]([CH2:17][CH:18]([CH3:20])[CH3:19])[CH:9]=[CH:10][C:11]=1[C:12](OCC)=[O:13])[CH:2]([CH3:4])[CH3:3].S(Cl)([Cl:24])=O. (8) Given the product [C:24]([O:28][C:29](=[O:32])[CH2:30][N:15]1[CH2:16][CH2:17][CH2:18][CH2:19][C@H:14]1[CH2:13][O:12][C:11]1[CH:20]=[CH:21][C:8]([O:7][C:6]2[CH:22]=[CH:23][C:3]([Cl:2])=[CH:4][CH:5]=2)=[CH:9][CH:10]=1)([CH3:27])([CH3:26])[CH3:25], predict the reactants needed to synthesize it. The reactants are: Cl.[Cl:2][C:3]1[CH:23]=[CH:22][C:6]([O:7][C:8]2[CH:21]=[CH:20][C:11]([O:12][CH2:13][C@@H:14]3[CH2:19][CH2:18][CH2:17][CH2:16][NH:15]3)=[CH:10][CH:9]=2)=[CH:5][CH:4]=1.[C:24]([O:28][C:29](=[O:32])[CH2:30]Br)([CH3:27])([CH3:26])[CH3:25].C(N(CC)CC)C. (9) Given the product [C:60]([NH:64][C:65]1[N:70]=[C:69]([NH:71][C@H:72]2[CH2:77][CH2:76][C:75]([CH3:78])([CH3:79])[C@@H:74]([OH:80])[CH2:73]2)[C:68]([C:81]([NH2:83])=[O:82])=[CH:67][N:66]=1)([CH3:61])([CH3:62])[CH3:63], predict the reactants needed to synthesize it. The reactants are: C(NC1N=C(S(C)=O)C(C(N)=O)=CN=1)(C)(C)C.Cl.N[C@H]1C[C@@H](O)C(C)(C)CC1.Cl.N[C@@H]1C[C@H](O)C(C)(C)CC1.CCN(C(C)C)C(C)C.C(O)(C(F)(F)F)=O.C(=O)(O)[O-].[C:60]([NH:64][C:65]1[N:70]=[C:69]([NH:71][C@@H:72]2[CH2:77][CH2:76][C:75]([CH3:79])([CH3:78])[C@H:74]([OH:80])[CH2:73]2)[C:68]([C:81]([NH2:83])=[O:82])=[CH:67][N:66]=1)([CH3:63])([CH3:62])[CH3:61].